Dataset: Reaction yield outcomes from USPTO patents with 853,638 reactions. Task: Predict the reaction yield, written as a fraction of the theoretical maximum amount of product (1.0 means a 100% yield; for example, 0.34 means a 34% yield). (1) The reactants are [ClH:1].[C:2]1([C:8]2([N:14]3[CH2:18][CH2:17][CH2:16][CH2:15]3)[CH2:13][CH2:12][NH:11][CH2:10][CH2:9]2)[CH:7]=[CH:6][CH:5]=[CH:4][CH:3]=1.CO.C(Cl)(Cl)[Cl:22]. The catalyst is C(Cl)(Cl)Cl. The product is [ClH:22].[ClH:1].[C:2]1([C:8]2([N:14]3[CH2:15][CH2:16][CH2:17][CH2:18]3)[CH2:9][CH2:10][NH:11][CH2:12][CH2:13]2)[CH:3]=[CH:4][CH:5]=[CH:6][CH:7]=1. The yield is 0.760. (2) The reactants are [F:1][C:2]1[CH:7]=[CH:6][CH:5]=[CH:4][C:3]=1[S:8](Cl)(=[O:10])=[O:9].[CH3:12][CH:13]([NH2:15])[CH3:14].N1C=CC=CC=1. The catalyst is C(Cl)Cl. The product is [F:1][C:2]1[CH:7]=[CH:6][CH:5]=[CH:4][C:3]=1[S:8]([NH:15][CH:13]([CH3:14])[CH3:12])(=[O:10])=[O:9]. The yield is 0.830. (3) The reactants are Cl.C([O:6][C:7]1[C:19]([F:20])=[CH:18][C:10]([C:11]([NH:13][S:14]([CH3:17])(=[O:16])=[O:15])=[O:12])=[C:9]([F:21])[CH:8]=1)(C)(C)C. The catalyst is O1CCOCC1. The product is [F:21][C:9]1[CH:8]=[C:7]([OH:6])[C:19]([F:20])=[CH:18][C:10]=1[C:11]([NH:13][S:14]([CH3:17])(=[O:15])=[O:16])=[O:12]. The yield is 1.00. (4) The reactants are C(OC(=O)[NH:7][CH2:8][C:9]1[CH:14]=[CH:13][C:12]([C:15]([N:17]2[CH2:26][C:25]3[CH:24]=[N:23][N:22]([CH3:27])[C:21]=3[NH:20][C:19]3[CH:28]=[C:29]([CH3:32])[CH:30]=[CH:31][C:18]2=3)=[O:16])=[CH:11][C:10]=1[F:33])(C)(C)C.[ClH:35].O1CCOCC1. No catalyst specified. The product is [ClH:35].[NH2:7][CH2:8][C:9]1[CH:14]=[CH:13][C:12]([C:15]([N:17]2[CH2:26][C:25]3[CH:24]=[N:23][N:22]([CH3:27])[C:21]=3[NH:20][C:19]3[CH:28]=[C:29]([CH3:32])[CH:30]=[CH:31][C:18]2=3)=[O:16])=[CH:11][C:10]=1[F:33]. The yield is 0.990.